This data is from Catalyst prediction with 721,799 reactions and 888 catalyst types from USPTO. The task is: Predict which catalyst facilitates the given reaction. (1) Reactant: [NH2:1][C@H:2]1[C:11]2[C:6](=[CH:7][N:8]=[CH:9][CH:10]=2)[N:5]([C:12](=[O:14])[CH3:13])[C@@H:4]([CH:15]2[CH2:17][CH2:16]2)[C@@H:3]1[CH3:18].Cl[C:20]1[CH:25]=[CH:24][CH:23]=[C:22]([CH3:26])[N:21]=1.CC(C)([O-])C.[Na+].CN(C1C(C2C(P(C3CCCCC3)C3CCCCC3)=CC=CC=2)=CC=CC=1)C. Product: [CH:15]1([C@H:4]2[C@H:3]([CH3:18])[C@@H:2]([NH:1][C:20]3[CH:25]=[CH:24][CH:23]=[C:22]([CH3:26])[N:21]=3)[C:11]3[C:6](=[CH:7][N:8]=[CH:9][CH:10]=3)[N:5]2[C:12](=[O:14])[CH3:13])[CH2:17][CH2:16]1. The catalyst class is: 102. (2) The catalyst class is: 5. Reactant: [CH:1]1[C:6]([CH:7]=O)=[CH:5][C:4]2[O:9][CH2:10][O:11][C:3]=2[CH:2]=1.[CH3:12][C:13]([C:15]1[CH:20]=[CH:19][C:18]([O:21][CH3:22])=[CH:17][C:16]=1[O:23][CH3:24])=[O:14].[OH-].[Na+]. Product: [CH2:10]1[O:11][C:3]2[CH:2]=[CH:1][C:6](/[CH:7]=[CH:12]/[C:13]([C:15]3[CH:20]=[CH:19][C:18]([O:21][CH3:22])=[CH:17][C:16]=3[O:23][CH3:24])=[O:14])=[CH:5][C:4]=2[O:9]1.